This data is from Reaction yield outcomes from USPTO patents with 853,638 reactions. The task is: Predict the reaction yield, written as a fraction of the theoretical maximum amount of product (1.0 means a 100% yield; for example, 0.34 means a 34% yield). (1) The reactants are C[Si]([N-][Si](C)(C)C)(C)C.[K+].[CH2:11]([O:13][C:14]([CH:16]1[CH2:21][CH:20]([NH:22][C:23]([C:25]2[C:26]([C:31]3[C:36](F)=[CH:35][CH:34]=[CH:33][C:32]=3[Cl:38])=[N:27][O:28][C:29]=2[CH3:30])=[O:24])[CH2:19][N:18]([C:39]([O:41][C:42]([CH3:45])([CH3:44])[CH3:43])=[O:40])[CH2:17]1)=[O:15])[CH3:12]. The catalyst is CN(C=O)C. The product is [CH2:11]([O:13][C:14]([CH:16]1[CH2:21][CH:20]([N:22]2[C:36]3[CH:35]=[CH:34][CH:33]=[C:32]([Cl:38])[C:31]=3[C:26]3=[N:27][O:28][C:29]([CH3:30])=[C:25]3[C:23]2=[O:24])[CH2:19][N:18]([C:39]([O:41][C:42]([CH3:45])([CH3:44])[CH3:43])=[O:40])[CH2:17]1)=[O:15])[CH3:12]. The yield is 0.350. (2) The reactants are [Br:1][C:2]1[N:7]2[N:8]=[C:9]([C:11]3([C:14]([O:16]CC)=[O:15])[CH2:13][CH2:12]3)[N:10]=[C:6]2[C:5]([O:19][CH3:20])=[CH:4][CH:3]=1.[Li+].[OH-]. The catalyst is C1COCC1.CCOC(C)=O.O. The product is [Br:1][C:2]1[N:7]2[N:8]=[C:9]([C:11]3([C:14]([OH:16])=[O:15])[CH2:13][CH2:12]3)[N:10]=[C:6]2[C:5]([O:19][CH3:20])=[CH:4][CH:3]=1. The yield is 0.940. (3) The reactants are CN(C)[C:3](=O)[CH3:4].[Cl:7][C:8]1[N:13]=[C:12]([NH2:14])[N:11]=[C:10]([NH:15][CH:16]2[CH2:21][CH2:20][O:19][CH2:18][CH2:17]2)[C:9]=1[NH2:22].C(C(CC)(CC)C([O-])([O-])[O-])C.C(=O)(O)[O-].[Na+]. The catalyst is O.C(O)(=O)C. The product is [Cl:7][C:8]1[N:13]=[C:12]([NH2:14])[N:11]=[C:10]2[C:9]=1[N:22]=[C:3]([CH3:4])[N:15]2[CH:16]1[CH2:17][CH2:18][O:19][CH2:20][CH2:21]1. The yield is 0.750. (4) The reactants are [Cl:1][C:2]1[CH:7]=[C:6]([O:8][CH3:9])[C:5]([N+:10]([O-])=O)=[CH:4][N:3]=1.[Cl-].[NH4+]. The catalyst is C(O)C.O.[Fe]. The product is [Cl:1][C:2]1[N:3]=[CH:4][C:5]([NH2:10])=[C:6]([O:8][CH3:9])[CH:7]=1. The yield is 0.890. (5) The yield is 1.00. The catalyst is CCO. The product is [Br:1][C:2]1[CH:3]=[C:4]([CH:7]=[C:8]([O:10][CH:11]([CH3:13])[CH3:12])[CH:9]=1)[C:5]([OH:15])=[O:14]. The reactants are [Br:1][C:2]1[CH:3]=[C:4]([CH:7]=[C:8]([O:10][CH:11]([CH3:13])[CH3:12])[CH:9]=1)[C:5]#N.[OH2:14].[OH-:15].[Na+]. (6) The reactants are C([O:14][C:15]1[C:24]2[N:23]=[CH:22][CH:21]=[CH:20][C:19]=2[C:18]([C:25](O)=[O:26])=[C:17]2[CH2:28][N:29]([CH2:32][C:33]3[CH:38]=[CH:37][C:36]([F:39])=[CH:35][CH:34]=3)[C:30](=[O:31])[C:16]=12)(C1C=CC=CC=1)C1C=CC=CC=1.[NH2:40][C:41]1[S:42][CH:43]=[N:44][N:45]=1.C(N(C(C)C)CC)(C)C.F[P-](F)(F)(F)(F)F.N1(OC(N(C)C)=[N+](C)C)C2N=CC=CC=2N=N1. The catalyst is CN(C)C=O. The product is [S:42]1[CH:43]=[N:44][N:45]=[C:41]1[NH:40][C:25]([C:18]1[C:19]2[CH:20]=[CH:21][CH:22]=[N:23][C:24]=2[C:15]([OH:14])=[C:16]2[C:30](=[O:31])[N:29]([CH2:32][C:33]3[CH:38]=[CH:37][C:36]([F:39])=[CH:35][CH:34]=3)[CH2:28][C:17]=12)=[O:26]. The yield is 0.400. (7) The reactants are [CH2:1]([N:3]([CH:27]1[CH2:32][CH2:31][O:30][CH2:29][CH2:28]1)[C:4]1[C:5]([CH3:26])=[C:6]([CH:10]=[C:11]([C:13]2[CH:18]=[CH:17][C:16]([CH2:19][N:20]3[CH2:25][CH2:24][O:23][CH2:22][CH2:21]3)=[CH:15][CH:14]=2)[CH:12]=1)[C:7]([OH:9])=O)[CH3:2].CN(C(ON1N=NC2C=CC=NC1=2)=[N+](C)C)C.F[P-](F)(F)(F)(F)F.CCN(C(C)C)C(C)C.[NH2:66][CH2:67][C:68]1[C:69](=[O:77])[NH:70][C:71]([CH3:76])=[C:72]([F:75])[C:73]=1[CH3:74]. The catalyst is CN(C=O)C. The product is [CH2:1]([N:3]([CH:27]1[CH2:28][CH2:29][O:30][CH2:31][CH2:32]1)[C:4]1[C:5]([CH3:26])=[C:6]([C:7]([NH:66][CH2:67][C:68]2[C:69](=[O:77])[NH:70][C:71]([CH3:76])=[C:72]([F:75])[C:73]=2[CH3:74])=[O:9])[CH:10]=[C:11]([C:13]2[CH:14]=[CH:15][C:16]([CH2:19][N:20]3[CH2:25][CH2:24][O:23][CH2:22][CH2:21]3)=[CH:17][CH:18]=2)[CH:12]=1)[CH3:2]. The yield is 0.730. (8) The reactants are [CH:1]1([NH2:7])[CH2:6][CH2:5][CH2:4][CH2:3][CH2:2]1.C([O:10][C:11]([C:13]1[C:14](=[O:33])[N:15]([CH2:24][C:25]2[CH:30]=[CH:29][C:28]([O:31][CH3:32])=[CH:27][CH:26]=2)[C:16]2[C:21]([C:22]=1[OH:23])=[CH:20][CH:19]=[CH:18][N:17]=2)=O)C. The catalyst is C1(C)C(C)=CC=CC=1. The product is [CH:1]1([NH:7][C:11]([C:13]2[C:14](=[O:33])[N:15]([CH2:24][C:25]3[CH:26]=[CH:27][C:28]([O:31][CH3:32])=[CH:29][CH:30]=3)[C:16]3[C:21]([C:22]=2[OH:23])=[CH:20][CH:19]=[CH:18][N:17]=3)=[O:10])[CH2:6][CH2:5][CH2:4][CH2:3][CH2:2]1. The yield is 0.820. (9) The reactants are [F:1][C:2]([F:25])([F:24])[C:3]([C:9]1[CH:14]=[CH:13][CH:12]=[C:11](B2OC(C)(C)C(C)(C)O2)[CH:10]=1)([OH:8])[C:4]([F:7])([F:6])[F:5].Cl[C:27]1[N:32]=[C:31]([NH:33][C:34]([C:36]2([C:39]3[CH:49]=[CH:48][C:42]4[O:43][C:44]([F:47])([F:46])[O:45][C:41]=4[CH:40]=3)[CH2:38][CH2:37]2)=[O:35])[CH:30]=[CH:29][C:28]=1[CH3:50]. The catalyst is COCCOC.C([O-])([O-])=O.[Na+].[Na+].C1C=CC([P]([Pd]([P](C2C=CC=CC=2)(C2C=CC=CC=2)C2C=CC=CC=2)([P](C2C=CC=CC=2)(C2C=CC=CC=2)C2C=CC=CC=2)[P](C2C=CC=CC=2)(C2C=CC=CC=2)C2C=CC=CC=2)(C2C=CC=CC=2)C2C=CC=CC=2)=CC=1. The product is [F:47][C:44]1([F:46])[O:43][C:42]2[CH:48]=[CH:49][C:39]([C:36]3([C:34]([NH:33][C:31]4[CH:30]=[CH:29][C:28]([CH3:50])=[C:27]([C:11]5[CH:12]=[CH:13][CH:14]=[C:9]([C:3]([OH:8])([C:4]([F:6])([F:5])[F:7])[C:2]([F:1])([F:25])[F:24])[CH:10]=5)[N:32]=4)=[O:35])[CH2:38][CH2:37]3)=[CH:40][C:41]=2[O:45]1. The yield is 0.800.